This data is from Forward reaction prediction with 1.9M reactions from USPTO patents (1976-2016). The task is: Predict the product of the given reaction. (1) The product is: [CH3:1][C:2]1[CH:3]=[C:4]([CH:9]=[CH:10][C:11]=1[CH:12]([O:14][C:15]1[CH:20]=[CH:19][CH:18]=[CH:17][CH:16]=1)[CH3:13])[C:5]([OH:7])=[O:6]. Given the reactants [CH3:1][C:2]1[CH:3]=[C:4]([CH:9]=[CH:10][C:11]=1[CH:12]([O:14][C:15]1[CH:20]=[CH:19][CH:18]=[CH:17][CH:16]=1)[CH3:13])[C:5]([O:7]C)=[O:6].O.[OH-].[Li+].O1CCCC1.Cl, predict the reaction product. (2) Given the reactants [CH2:1]([O:8][C:9]1[CH:14]=[CH:13][C:12]([N:15]2[C:19]3=[N:20][CH:21]=[C:22](Br)[CH:23]=[C:18]3[N:17]=[CH:16]2)=[CH:11][CH:10]=1)[C:2]1[CH:7]=[CH:6][CH:5]=[CH:4][CH:3]=1.[NH4+].[Cl-].[NH4+].[OH-].O.[CH3:30][N:31](C=O)C.O, predict the reaction product. The product is: [CH2:1]([O:8][C:9]1[CH:14]=[CH:13][C:12]([N:15]2[C:19]3=[N:20][CH:21]=[C:22]([C:30]#[N:31])[CH:23]=[C:18]3[N:17]=[CH:16]2)=[CH:11][CH:10]=1)[C:2]1[CH:7]=[CH:6][CH:5]=[CH:4][CH:3]=1. (3) The product is: [Cl:19][CH2:2][C:3]1[CH:7]=[CH:6][N:5]([C:8]2[N:18]=[CH:17][CH:16]=[CH:15][C:9]=2[C:10]([O:12][CH2:13][CH3:14])=[O:11])[N:4]=1. Given the reactants O[CH2:2][C:3]1[CH:7]=[CH:6][N:5]([C:8]2[N:18]=[CH:17][CH:16]=[CH:15][C:9]=2[C:10]([O:12][CH2:13][CH3:14])=[O:11])[N:4]=1.[Cl:19]CCl, predict the reaction product. (4) Given the reactants [C:1]1([C:7]#[CH:8])[CH:6]=[CH:5][CH:4]=[CH:3][CH:2]=1.[CH3:9][O:10][C:11](=[O:32])[CH2:12][O:13][C:14]1[CH:19]=[CH:18][C:17]([O:20][CH2:21][C:22]#[C:23][C:24]2[CH:29]=[C:28](Br)[CH:27]=[C:26](Br)[CH:25]=2)=[CH:16][CH:15]=1, predict the reaction product. The product is: [CH3:9][O:10][C:11](=[O:32])[CH2:12][O:13][C:14]1[CH:19]=[CH:18][C:17]([O:20][CH2:21][C:22]#[C:23][C:24]2[CH:29]=[C:28]([C:8]#[C:7][C:1]3[CH:6]=[CH:5][CH:4]=[CH:3][CH:2]=3)[CH:27]=[C:26]([C:8]#[C:7][C:1]3[CH:6]=[CH:5][CH:4]=[CH:3][CH:2]=3)[CH:25]=2)=[CH:16][CH:15]=1. (5) Given the reactants BrC1C=CC(OC)=C(C)C=1.[CH2:11]([O:18][C:19]1[CH:24]=[CH:23][C:22](Br)=[CH:21][C:20]=1[F:26])[C:12]1[CH:17]=[CH:16][CH:15]=[CH:14][CH:13]=1.[NH:27]1[CH2:32][CH2:31][NH:30][CH2:29][CH2:28]1, predict the reaction product. The product is: [CH2:11]([O:18][C:19]1[CH:24]=[CH:23][C:22]([N:27]2[CH2:32][CH2:31][NH:30][CH2:29][CH2:28]2)=[CH:21][C:20]=1[F:26])[C:12]1[CH:17]=[CH:16][CH:15]=[CH:14][CH:13]=1. (6) Given the reactants [O:1]1[CH:5]([CH2:6][OH:7])[CH2:4][C:3]2[CH:8]=[CH:9][C:10]3[CH2:11][CH2:12][CH2:13][CH2:14][C:15]=3[C:2]1=2.[C:16]1([CH3:26])[CH:21]=[CH:20][C:19]([S:22](Cl)(=[O:24])=[O:23])=[CH:18][CH:17]=1.C(N(CC)CC)C, predict the reaction product. The product is: [CH3:26][C:16]1[CH:21]=[CH:20][C:19]([S:22]([O:7][CH2:6][CH:5]2[O:1][C:2]3[C:15]4[CH2:14][CH2:13][CH2:12][CH2:11][C:10]=4[CH:9]=[CH:8][C:3]=3[CH2:4]2)(=[O:24])=[O:23])=[CH:18][CH:17]=1.